This data is from Peptide-MHC class II binding affinity with 134,281 pairs from IEDB. The task is: Regression. Given a peptide amino acid sequence and an MHC pseudo amino acid sequence, predict their binding affinity value. This is MHC class II binding data. (1) The peptide sequence is EPGHLAPTGMFVAAA. The MHC is DRB1_0401 with pseudo-sequence DRB1_0401. The binding affinity (normalized) is 0.581. (2) The peptide sequence is RDFIEGVHGGTWVSA. The MHC is DRB1_0701 with pseudo-sequence DRB1_0701. The binding affinity (normalized) is 0.348. (3) The peptide sequence is SCFEIKCTKPEACSG. The MHC is HLA-DQA10102-DQB10602 with pseudo-sequence HLA-DQA10102-DQB10602. The binding affinity (normalized) is 0.159. (4) The peptide sequence is KLVDVKLTSDQARLY. The MHC is DRB1_0101 with pseudo-sequence DRB1_0101. The binding affinity (normalized) is 0.588. (5) The peptide sequence is KGVYINTALLNASCA. The MHC is DRB4_0101 with pseudo-sequence DRB4_0103. The binding affinity (normalized) is 0.263. (6) The peptide sequence is KNLTTKSYEDDEFFD. The MHC is DRB1_0101 with pseudo-sequence DRB1_0101. The binding affinity (normalized) is 0.275.